Dataset: Full USPTO retrosynthesis dataset with 1.9M reactions from patents (1976-2016). Task: Predict the reactants needed to synthesize the given product. (1) Given the product [C:33]([O:32][C:30](=[O:31])[CH2:29][N:9]1[C:10]2[C:15](=[CH:14][CH:13]=[C:12]([C:16]([O:18][CH3:19])=[O:17])[CH:11]=2)[C:7]([CH:1]2[CH2:6][CH2:5][CH2:4][CH2:3][CH2:2]2)=[C:8]1[C:20]1[CH:25]=[CH:24][CH:23]=[CH:22][CH:21]=1)([CH3:36])([CH3:35])[CH3:34], predict the reactants needed to synthesize it. The reactants are: [CH:1]1([C:7]2[C:15]3[C:10](=[CH:11][C:12]([C:16]([O:18][CH3:19])=[O:17])=[CH:13][CH:14]=3)[NH:9][C:8]=2[C:20]2[CH:25]=[CH:24][CH:23]=[CH:22][CH:21]=2)[CH2:6][CH2:5][CH2:4][CH2:3][CH2:2]1.[H-].[Na+].Br[CH2:29][C:30]([O:32][C:33]([CH3:36])([CH3:35])[CH3:34])=[O:31]. (2) Given the product [CH:7]([C:16]1[CH:21]=[C:20]([NH2:22])[CH:19]=[N:18][C:17]=1[O:25][CH3:26])([CH3:9])[CH3:8], predict the reactants needed to synthesize it. The reactants are: C(=O)([O-])[O-].[K+].[K+].[C:7]([B-](F)(F)F)([CH3:9])=[CH2:8].[K+].Br[C:16]1[C:17]([O:25][CH3:26])=[N:18][CH:19]=[C:20]([N+:22]([O-])=O)[CH:21]=1.[H][H]. (3) Given the product [NH2:1][C:4]1[CH:5]=[C:6]([CH:10]=[CH:11][C:12]=1[CH2:13][CH:16]([O:20][CH3:21])[O:15][CH3:14])[C:7]([NH2:9])=[O:8], predict the reactants needed to synthesize it. The reactants are: [N+:1]([C:4]1[CH:5]=[C:6]([CH:10]=[CH:11][C:12]=1[CH3:13])[C:7]([NH2:9])=[O:8])([O-])=O.[CH3:14][O:15][CH:16]([O:20][CH3:21])N(C)C.